The task is: Predict the reaction yield, written as a fraction of the theoretical maximum amount of product (1.0 means a 100% yield; for example, 0.34 means a 34% yield).. This data is from Reaction yield outcomes from USPTO patents with 853,638 reactions. The reactants are Cl[CH2:2][C:3]1[C:4]([C:16]2[CH:21]=[C:20]([F:22])[CH:19]=[CH:18][C:17]=2[O:23][CH3:24])=[CH:5][CH:6]=[C:7]2[C:12]=1[NH:11][C:10](=[O:13])[C:9]([CH3:15])([CH3:14])[NH:8]2.[CH3:25][C:26]1[S:30][C:29]([C:31]([OH:33])=[O:32])=[CH:28][CH:27]=1.C(=O)([O-])[O-].[K+].[K+].C(OCC)(=O)C. The catalyst is CN(C)C=O.O. The product is [F:22][C:20]1[CH:19]=[CH:18][C:17]([O:23][CH3:24])=[C:16]([C:4]2[C:3]([CH2:2][O:33][C:31]([C:29]3[S:30][C:26]([CH3:25])=[CH:27][CH:28]=3)=[O:32])=[C:12]3[C:7]([NH:8][C:9]([CH3:15])([CH3:14])[C:10](=[O:13])[NH:11]3)=[CH:6][CH:5]=2)[CH:21]=1. The yield is 0.850.